This data is from Reaction yield outcomes from USPTO patents with 853,638 reactions. The task is: Predict the reaction yield, written as a fraction of the theoretical maximum amount of product (1.0 means a 100% yield; for example, 0.34 means a 34% yield). (1) The reactants are [OH:1][C:2]1[CH:25]=[CH:24][C:5]2[N:6]=[C:7]([C:9]3[CH:14]=[CH:13][C:12]([C:15]([N:17]4[CH2:22][CH2:21][CH:20]([CH3:23])[CH2:19][CH2:18]4)=[O:16])=[CH:11][CH:10]=3)[S:8][C:4]=2[CH:3]=1.C1N2CN3CN(C2)CN1C3.FC(F)(F)[C:38](O)=[O:39].C([O-])(O)=O.[Na+]. The catalyst is O. The product is [OH:1][C:2]1[CH:25]=[CH:24][C:5]2[N:6]=[C:7]([C:9]3[CH:14]=[CH:13][C:12]([C:15]([N:17]4[CH2:22][CH2:21][CH:20]([CH3:23])[CH2:19][CH2:18]4)=[O:16])=[CH:11][CH:10]=3)[S:8][C:4]=2[C:3]=1[CH:38]=[O:39]. The yield is 0.260. (2) The reactants are CO[C:3]([C:5]1[O:9][N:8]=[C:7]([O:10][CH2:11][C:12]2[C:13]([C:18]3[CH:23]=[CH:22][C:21]([F:24])=[CH:20][N:19]=3)=[N:14][O:15][C:16]=2[CH3:17])[CH:6]=1)=[O:4].COC(C1ON=C(OC[C:36]2[C:37]([C:42]3C=CC=CN=3)=[N:38]OC=2C)C=1)=O.C(N)(C)C. No catalyst specified. The product is [CH:37]([NH:38][C:3]([C:5]1[O:9][N:8]=[C:7]([O:10][CH2:11][C:12]2[C:13]([C:18]3[CH:23]=[CH:22][C:21]([F:24])=[CH:20][N:19]=3)=[N:14][O:15][C:16]=2[CH3:17])[CH:6]=1)=[O:4])([CH3:42])[CH3:36]. The yield is 0.880. (3) The reactants are [O:1]1[CH2:6][CH2:5][CH:4]([NH2:7])[CH2:3][CH2:2]1.C(N(CC)CC)C.[F:15][C:16]1([F:42])[CH2:20][CH2:19][CH:18]([C:21]2[C:29]3[C:24](=[CH:25][CH:26]=[CH:27][CH:28]=3)[N:23]([S:30]([C:33]3[CH:41]=[CH:40][C:36]([C:37](O)=[O:38])=[CH:35][CH:34]=3)(=[O:32])=[O:31])[CH:22]=2)[CH2:17]1.F[P-](F)(F)(F)(F)F.N1(O[P+](N(C)C)(N(C)C)N(C)C)C2C=CC=CC=2N=N1. The catalyst is C(Cl)Cl. The product is [F:42][C:16]1([F:15])[CH2:20][CH2:19][CH:18]([C:21]2[C:29]3[C:24](=[CH:25][CH:26]=[CH:27][CH:28]=3)[N:23]([S:30]([C:33]3[CH:34]=[CH:35][C:36]([C:37]([NH:7][CH:4]4[CH2:5][CH2:6][O:1][CH2:2][CH2:3]4)=[O:38])=[CH:40][CH:41]=3)(=[O:32])=[O:31])[CH:22]=2)[CH2:17]1. The yield is 0.890. (4) The reactants are [CH3:1][C@H:2]1[CH2:7][NH:6][C:5](=O)[CH2:4][N:3]1[C:9]([O:11][C:12]([CH3:15])([CH3:14])[CH3:13])=[O:10].COC1C=CC(P2(SP(C3C=CC(OC)=CC=3)(=S)S2)=[S:25])=CC=1. No catalyst specified. The product is [CH3:1][C@H:2]1[CH2:7][NH:6][C:5](=[S:25])[CH2:4][N:3]1[C:9]([O:11][C:12]([CH3:15])([CH3:14])[CH3:13])=[O:10]. The yield is 0.760. (5) The reactants are [CH3:1][N:2]1[CH2:7][CH2:6][C:5]([CH2:15][NH2:16])([C:8]2[CH:13]=[CH:12][C:11]([F:14])=[CH:10][CH:9]=2)[CH2:4][CH2:3]1.[Br:17][C:18]1[C:27]2[C:22](=[CH:23][CH:24]=[CH:25][CH:26]=2)[C:21]([C:28](Cl)=[O:29])=[CH:20][CH:19]=1. No catalyst specified. The product is [CH3:1][N:2]1[CH2:7][CH2:6][C:5]([C:8]2[CH:9]=[CH:10][C:11]([F:14])=[CH:12][CH:13]=2)([CH2:15][NH:16][C:28]([C:21]2[C:22]3[C:27](=[CH:26][CH:25]=[CH:24][CH:23]=3)[C:18]([Br:17])=[CH:19][CH:20]=2)=[O:29])[CH2:4][CH2:3]1. The yield is 0.710.